This data is from Catalyst prediction with 721,799 reactions and 888 catalyst types from USPTO. The task is: Predict which catalyst facilitates the given reaction. (1) Reactant: C(N1C=CN=C1)(N1C=CN=C1)=O.[Br:13][C:14]1[S:26][C:17]2=[N:18][CH:19]=[C:20]([C:23]([OH:25])=O)[C:21]([OH:22])=[C:16]2[CH:15]=1.[Cl:27][C:28]1[CH:35]=[CH:34][C:31]([CH2:32][NH2:33])=[CH:30][CH:29]=1.CC(O)=O. Product: [Br:13][C:14]1[S:26][C:17]2=[N:18][CH:19]=[C:20]([C:23]([NH:33][CH2:32][C:31]3[CH:34]=[CH:35][C:28]([Cl:27])=[CH:29][CH:30]=3)=[O:25])[C:21]([OH:22])=[C:16]2[CH:15]=1. The catalyst class is: 3. (2) Product: [CH2:19]([N:18]1[CH:12]2[CH2:13][O:14][CH2:15][CH:16]1[CH2:17][NH:10][CH2:11]2)[C:20]1[CH:25]=[CH:24][CH:23]=[CH:22][CH:21]=1. Reactant: C1(S([N:10]2[CH2:17][CH:16]3[N:18]([CH2:19][C:20]4[CH:25]=[CH:24][CH:23]=[CH:22][CH:21]=4)[CH:12]([CH2:13][O:14][CH2:15]3)[CH2:11]2)(=O)=O)C=CC=CC=1.[OH-].[Na+]. The catalyst class is: 126.